Task: Predict the reaction yield, written as a fraction of the theoretical maximum amount of product (1.0 means a 100% yield; for example, 0.34 means a 34% yield).. Dataset: Reaction yield outcomes from USPTO patents with 853,638 reactions (1) The reactants are [NH:1]1[CH:5]=[C:4](/[CH:6]=[C:7]2\[CH2:8][N:9]([C:14]([C:27]3[CH:32]=[CH:31][CH:30]=[CH:29][CH:28]=3)([C:21]3[CH:26]=[CH:25][CH:24]=[CH:23][CH:22]=3)[C:15]3[CH:20]=[CH:19][CH:18]=[CH:17][CH:16]=3)[CH2:10][CH2:11][CH:12]\2[OH:13])[CH:3]=[N:2]1.Br[CH2:34][C:35]([O:37][CH3:38])=[O:36].C(=O)([O-])[O-].[K+].[K+].[I-].[K+]. The catalyst is CN(C)C=O.O. The product is [CH3:38][O:37][C:35]([CH2:34][N:1]1[CH:5]=[C:4](/[CH:6]=[C:7]2\[CH2:8][N:9]([C:14]([C:21]3[CH:22]=[CH:23][CH:24]=[CH:25][CH:26]=3)([C:15]3[CH:20]=[CH:19][CH:18]=[CH:17][CH:16]=3)[C:27]3[CH:32]=[CH:31][CH:30]=[CH:29][CH:28]=3)[CH2:10][CH2:11][CH:12]\2[OH:13])[CH:3]=[N:2]1)=[O:36]. The yield is 0.390. (2) The reactants are [NH2:1][C:2]1[O:6][N:5]=[C:4]([CH3:7])[CH:3]=1.[C:8](Cl)(=[O:16])[O:9][C:10]1[CH:15]=[CH:14][CH:13]=[CH:12][CH:11]=1.O. The catalyst is O1CCCC1.N1C=CC=CC=1. The product is [CH3:7][C:4]1[CH:3]=[C:2]([NH:1][C:8](=[O:16])[O:9][C:10]2[CH:15]=[CH:14][CH:13]=[CH:12][CH:11]=2)[O:6][N:5]=1. The yield is 0.200.